From a dataset of Experimentally validated miRNA-target interactions with 360,000+ pairs, plus equal number of negative samples. Binary Classification. Given a miRNA mature sequence and a target amino acid sequence, predict their likelihood of interaction. (1) The miRNA is hsa-miR-1247-5p with sequence ACCCGUCCCGUUCGUCCCCGGA. The protein sequence of the target gene is MAATRAGPRAREIFTSLEYGPVPESHACALAWLDTQDRCLGHYVNGKWLKPEHRNSVPCQDPITGENLASCLQAQAEDVAAAVEAARMAFKGWSAHPGVVRAQHLTRLAEVIQKHQRLLWTLESLVTGRAVREVRDGDVQLAQQLLHYHAIQASTQEEALAGWEPMGVIGLILPPTFSFLEMMWRICPALAVGCTVVALVPPASPAPLLLAQLAGELGPFPGILNVLSGPASLVPILASQPGIRKVAFCGAPEEGRALRRSLAGECAELGLALGTESLLLLTDTADVDSAVEGVVDAAWS.... Result: 1 (interaction). (2) The miRNA is mmu-miR-880-5p with sequence UACUCAGAUUGAUAUGAGUCA. The protein sequence of the target gene is MVKPKYKGRSTINPSKASTNPDRVQGAGGQNMRDRATIRRLNMYRQKERRNSRGKIIKPLQYQSTVASGTVARVEPNIKWFGNTRVIKQSSLQKFQEEMDTVMKDPYKVVMKQSKLPMSLLHDRIRPHNLKVHILDTESFETTFGPKSQRKRPNLFASDMQSLIENAEMSTESYDQGKDRDLVTEDTGVRNEAQEEIYKKGQSKRIWGELYKVIDSSDVVVQVLDARDPMGTRSPHIETYLKKEKPWKHLIFVLNKCDLVPTWATKRWVAVLSQDYPTLAFHASLTNPFGKGAFIQLLRQ.... Result: 0 (no interaction). (3) The miRNA is mmu-miR-690 with sequence AAAGGCUAGGCUCACAACCAAA. The protein sequence of the target gene is MALLAEHLLKPLPADRQIETGPFLEAVAHLPPFFDCLGSPVFTPIKADISGNITKIKAVYDTDPAKFKTLQNILEVEKGMYGAEWPKVGATLALLWLKRGLRFIQVFLQSICDGERDENHPNLIRVNANKAYEMALKKYHGWLVQKIFKAALYAAPYKSDFLKALSKGQNVTEEECLEKIRLFLVNYTATIDAIYDMYTKMNAELDYTV. Result: 0 (no interaction).